Dataset: Full USPTO retrosynthesis dataset with 1.9M reactions from patents (1976-2016). Task: Predict the reactants needed to synthesize the given product. (1) Given the product [CH:9]1([CH:8]([NH2:25])[C:7]2[CH:1]=[CH:15][CH:14]=[C:5]([O:4][CH3:2])[N:6]=2)[CH2:10][CH2:11]1, predict the reactants needed to synthesize it. The reactants are: [C:1]12[C:7](=[CH:8][CH:9]=[CH:10][CH:11]=1)[NH:6][C:5](=O)[O:4][C:2]2=O.N[C:14]1C=CC=C[C:15]=1C(N)=O.O.C[N:25](C=O)C. (2) The reactants are: [NH:1]([CH3:22])[C@H:2]([C:6]([N:8](C)[C@H:9]([C:18]([NH2:20])=[O:19])[CH2:10][C:11]1[CH:16]=[CH:15][C:14]([OH:17])=[CH:13][CH:12]=1)=[O:7])[CH:3]([CH3:5])[CH3:4].[NH:23]([C:35]([O:37][CH2:38][CH:39]1[C:51]2[C:46](=[CH:47][CH:48]=[CH:49][CH:50]=2)[C:45]2[C:40]1=[CH:41][CH:42]=[CH:43][CH:44]=2)=[O:36])[C@H:24]([C:32](O)=[O:33])[CH2:25][C:26]1[CH:31]=[CH:30][CH:29]=[CH:28][CH:27]=1.O. Given the product [NH:23]([C:35]([O:37][CH2:38][CH:39]1[C:51]2[C:46](=[CH:47][CH:48]=[CH:49][CH:50]=2)[C:45]2[C:40]1=[CH:41][CH:42]=[CH:43][CH:44]=2)=[O:36])[C@H:24]([C:32]([N:1]([CH3:22])[C@H:2]([C:6]([NH:8][C@H:9]([C:18]([NH2:20])=[O:19])[CH2:10][C:11]1[CH:12]=[CH:13][C:14]([OH:17])=[CH:15][CH:16]=1)=[O:7])[CH:3]([CH3:4])[CH3:5])=[O:33])[CH2:25][C:26]1[CH:31]=[CH:30][CH:29]=[CH:28][CH:27]=1, predict the reactants needed to synthesize it. (3) Given the product [NH2:21][C:5]1[CH:4]=[N:3][N:2]([CH3:1])[C:6]=1[N:7]1[CH2:13][CH2:12][CH2:11][N:10]([C:14]([O:16][C:17]([CH3:19])([CH3:18])[CH3:20])=[O:15])[CH2:9][CH2:8]1, predict the reactants needed to synthesize it. The reactants are: [CH3:1][N:2]1[C:6]([N:7]2[CH2:13][CH2:12][CH2:11][N:10]([C:14]([O:16][C:17]([CH3:20])([CH3:19])[CH3:18])=[O:15])[CH2:9][CH2:8]2)=[C:5]([N+:21]([O-])=O)[CH:4]=[N:3]1.[NH4+].[Cl-].CCO. (4) Given the product [Cl:1][C:2]1[N:3]=[N:4][C:5]([C:8]2[CH:13]=[CH:12][CH:11]=[CH:10][C:9]=2[N+:14]([O-:16])=[O:15])=[CH:6][CH:7]=1, predict the reactants needed to synthesize it. The reactants are: [Cl:1][C:2]1[N:3]=[N:4][C:5]([C:8]2[CH:13]=[CH:12][CH:11]=[CH:10][CH:9]=2)=[CH:6][CH:7]=1.[N+:14]([O-])([OH:16])=[O:15].[OH-].[Na+]. (5) Given the product [N:41]1[C:40]2[CH:44]=[CH:45][S:46][C:39]=2[C:38]([O:3][CH2:4][CH:5]([C:18]2[S:22][C:21]([NH:23][C:24]([NH:26][C:27]3[CH:32]=[CH:31][CH:30]=[C:29]([C:33]([F:34])([F:35])[F:36])[CH:28]=3)=[O:25])=[N:20][CH:19]=2)[CH2:6][O:7][Si:8]([CH:15]([CH3:16])[CH3:17])([CH:12]([CH3:13])[CH3:14])[CH:9]([CH3:11])[CH3:10])=[N:43][CH:42]=1, predict the reactants needed to synthesize it. The reactants are: [H-].[Na+].[OH:3][CH2:4][CH:5]([C:18]1[S:22][C:21]([NH:23][C:24]([NH:26][C:27]2[CH:32]=[CH:31][CH:30]=[C:29]([C:33]([F:36])([F:35])[F:34])[CH:28]=2)=[O:25])=[N:20][CH:19]=1)[CH2:6][O:7][Si:8]([CH:15]([CH3:17])[CH3:16])([CH:12]([CH3:14])[CH3:13])[CH:9]([CH3:11])[CH3:10].Cl[C:38]1[C:39]2[S:46][CH:45]=[CH:44][C:40]=2[N:41]=[CH:42][N:43]=1. (6) Given the product [CH2:1]([O:8][C:9]1[CH:10]=[C:11]2[C:16](=[CH:17][CH:18]=1)[C:15](=[O:19])[N:14]([CH2:20][CH:21]([CH3:23])[CH3:22])[C:13]([CH2:24][N:38]1[C:34](=[O:44])[C:35]3[C:36](=[CH:40][CH:41]=[CH:42][CH:43]=3)[C:37]1=[O:39])=[C:12]2[O:26][CH2:27][CH2:28][CH2:29][C:30]([F:33])([F:32])[F:31])[C:2]1[CH:7]=[CH:6][CH:5]=[CH:4][CH:3]=1, predict the reactants needed to synthesize it. The reactants are: [CH2:1]([O:8][C:9]1[CH:10]=[C:11]2[C:16](=[CH:17][CH:18]=1)[C:15](=[O:19])[N:14]([CH2:20][CH:21]([CH3:23])[CH3:22])[C:13]([CH2:24]Cl)=[C:12]2[O:26][CH2:27][CH2:28][CH2:29][C:30]([F:33])([F:32])[F:31])[C:2]1[CH:7]=[CH:6][CH:5]=[CH:4][CH:3]=1.[C:34]1(=[O:44])[NH:38][C:37](=[O:39])[C:36]2=[CH:40][CH:41]=[CH:42][CH:43]=[C:35]12.[K].O. (7) The reactants are: [CH2:1]([N:19]([CH2:87][CH2:88][CH2:89][CH2:90][CH2:91][CH2:92][CH2:93][CH2:94][CH2:95][CH2:96][CH2:97][CH2:98][CH2:99][CH2:100][CH2:101][CH2:102][CH2:103][CH3:104])[C:20]([CH2:22][CH2:23][CH:24]([CH:26]1[C:42]2([CH3:43])[CH:29]([CH:30]3[CH:39]([CH2:40][CH2:41]2)[C:38]2([CH3:44])[CH:33]([CH2:34][CH:35]([O:45][C:46](=[O:86])[NH:47][CH2:48][CH2:49][CH2:50][CH2:51][CH2:52][C:53]([N:55]4[CH2:59][CH:58]([OH:60])[CH2:57][CH:56]4[CH:61]([C:80]4[CH:85]=[CH:84][CH:83]=[CH:82][CH:81]=4)[O:62][CH:63]([C:72]4[CH:77]=[CH:76][C:75]([O:78][CH3:79])=[CH:74][CH:73]=4)[C:64]4[CH:69]=[CH:68][C:67]([O:70][CH3:71])=[CH:66][CH:65]=4)=[O:54])[CH2:36][CH2:37]2)[CH2:32][CH2:31]3)[CH2:28][CH2:27]1)[CH3:25])=[O:21])[CH2:2][CH2:3][CH2:4][CH2:5][CH2:6][CH2:7][CH2:8][CH2:9][CH2:10][CH2:11][CH2:12][CH2:13][CH2:14][CH2:15][CH2:16][CH2:17][CH3:18].[C:105]1(=[O:111])[O:110][C:108](=[O:109])[CH2:107][CH2:106]1.C(N(CC)CC)C. Given the product [CH3:71][O:70][C:67]1[CH:68]=[CH:69][C:64]([CH:63]([C:72]2[CH:77]=[CH:76][C:75]([O:78][CH3:79])=[CH:74][CH:73]=2)[O:62][CH:61]([C:80]2[CH:81]=[CH:82][CH:83]=[CH:84][CH:85]=2)[CH:56]2[N:55]([C:53](=[O:54])[CH2:52][CH2:51][CH2:50][CH2:49][CH2:48][NH:47][C:46]([O:45][CH:35]3[CH2:34][CH:33]4[C:38]([CH3:44])([CH:39]5[CH:30]([CH2:31][CH2:32]4)[CH:29]4[C:42]([CH3:43])([CH:26]([CH:24]([CH3:25])[CH2:23][CH2:22][C:20](=[O:21])[N:19]([CH2:1][CH2:2][CH2:3][CH2:4][CH2:5][CH2:6][CH2:7][CH2:8][CH2:9][CH2:10][CH2:11][CH2:12][CH2:13][CH2:14][CH2:15][CH2:16][CH2:17][CH3:18])[CH2:87][CH2:88][CH2:89][CH2:90][CH2:91][CH2:92][CH2:93][CH2:94][CH2:95][CH2:96][CH2:97][CH2:98][CH2:99][CH2:100][CH2:101][CH2:102][CH2:103][CH3:104])[CH2:27][CH2:28]4)[CH2:41][CH2:40]5)[CH2:37][CH2:36]3)=[O:86])[CH2:59][CH:58]([O:60][C:105](=[O:111])[CH2:106][CH2:107][C:108]([OH:110])=[O:109])[CH2:57]2)=[CH:65][CH:66]=1, predict the reactants needed to synthesize it. (8) Given the product [NH2:1][C:2]1[C:3]([C:7]2[N:8]([C:16]3[CH:17]=[CH:18][C:19]([O:22][CH:23]4[CH2:28][CH2:27][N:26]([CH2:29][C:30]([OH:32])=[O:31])[CH2:25][CH2:24]4)=[CH:20][CH:21]=3)[C:9]3[CH:14]=[CH:13][N:12]=[CH:11][C:10]=3[N:15]=2)=[N:4][O:5][N:6]=1, predict the reactants needed to synthesize it. The reactants are: [NH2:1][C:2]1[C:3]([C:7]2[N:8]([C:16]3[CH:21]=[CH:20][C:19]([O:22][CH:23]4[CH2:28][CH2:27][N:26]([CH2:29][C:30]([O:32]C)=[O:31])[CH2:25][CH2:24]4)=[CH:18][CH:17]=3)[C:9]3[CH:14]=[CH:13][N:12]=[CH:11][C:10]=3[N:15]=2)=[N:4][O:5][N:6]=1.C[Si](C)(C)[O-].[K+]. (9) Given the product [CH:19]([CH:8]1[C:7](=[O:22])[N:6]([CH2:5][C:4]([CH3:24])([CH3:23])[C:3]([OH:25])=[O:2])[C:11]2[CH:12]=[CH:13][CH:14]=[C:15]([CH:16]([CH3:18])[CH3:17])[C:10]=2[O:9]1)([CH3:21])[CH3:20], predict the reactants needed to synthesize it. The reactants are: C[O:2][C:3](=[O:25])[C:4]([CH3:24])([CH3:23])[CH2:5][N:6]1[C:11]2[CH:12]=[CH:13][CH:14]=[C:15]([CH:16]([CH3:18])[CH3:17])[C:10]=2[O:9][CH:8]([CH:19]([CH3:21])[CH3:20])[C:7]1=[O:22].[OH-].[Na+]. (10) Given the product [O:1]1[C:5]2[CH:6]=[CH:7][C:8]([C:14]3[N:19]=[C:18]([NH2:20])[N:17]=[C:16]([NH:21][CH3:22])[CH:15]=3)=[CH:9][C:4]=2[O:3][CH2:2]1, predict the reactants needed to synthesize it. The reactants are: [O:1]1[C:5]2[CH:6]=[CH:7][C:8](B(O)O)=[CH:9][C:4]=2[O:3][CH2:2]1.Cl[C:14]1[N:19]=[C:18]([NH2:20])[N:17]=[C:16]([NH:21][CH3:22])[CH:15]=1.